Dataset: Peptide-MHC class I binding affinity with 185,985 pairs from IEDB/IMGT. Task: Regression. Given a peptide amino acid sequence and an MHC pseudo amino acid sequence, predict their binding affinity value. This is MHC class I binding data. (1) The peptide sequence is SSRLKRLPPE. The MHC is HLA-B54:01 with pseudo-sequence HLA-B54:01. The binding affinity (normalized) is 0. (2) The peptide sequence is FMPESSYLL. The MHC is HLA-C12:03 with pseudo-sequence HLA-C12:03. The binding affinity (normalized) is 0.394.